The task is: Predict which catalyst facilitates the given reaction.. This data is from Catalyst prediction with 721,799 reactions and 888 catalyst types from USPTO. (1) Reactant: Cl[CH:2]([CH:8]=O)[C:3]([O:5][CH2:6][CH3:7])=[O:4].[S:10]([N:20]1[C:28]2[C:23](=[N:24][C:25]([NH2:29])=[CH:26][N:27]=2)[CH:22]=[CH:21]1)([C:13]1[CH:19]=[CH:18][C:16]([CH3:17])=[CH:15][CH:14]=1)(=[O:12])=[O:11].C(O)CCC. Product: [S:10]([N:20]1[C:28]2[N:27]=[CH:26][C:25]3[N:24]([C:2]([C:3]([O:5][CH2:6][CH3:7])=[O:4])=[CH:8][N:29]=3)[C:23]=2[CH:22]=[CH:21]1)([C:13]1[CH:14]=[CH:15][C:16]([CH3:17])=[CH:18][CH:19]=1)(=[O:11])=[O:12]. The catalyst class is: 12. (2) Reactant: [CH3:1][C@H:2]1[CH2:6][CH2:5][CH2:4][N:3]1[C@H:7]1[CH2:11][CH2:10][N:9]([C:12]2[CH:13]=[C:14]3[C:19](=[CH:20][CH:21]=2)[CH2:18][NH:17][CH2:16][CH2:15]3)[CH2:8]1.CC([O-])(C)C.[Na+].[CH3:28][O:29][C:30]1[CH:31]=[C:32]([N:36]=[C:37]=[O:38])[CH:33]=[CH:34][CH:35]=1. Product: [CH3:28][O:29][C:30]1[CH:31]=[C:32]([NH:36][C:37]([N:17]2[CH2:16][CH2:15][C:14]3[C:19](=[CH:20][CH:21]=[C:12]([N:9]4[CH2:10][CH2:11][C@H:7]([N:3]5[CH2:4][CH2:5][CH2:6][C@@H:2]5[CH3:1])[CH2:8]4)[CH:13]=3)[CH2:18]2)=[O:38])[CH:33]=[CH:34][CH:35]=1. The catalyst class is: 11. (3) Reactant: [CH2:1]([O:8][C:9](=[O:17])[NH:10][CH:11]1[CH2:16][CH2:15][NH:14][CH2:13][CH2:12]1)[C:2]1[CH:7]=[CH:6][CH:5]=[CH:4][CH:3]=1.C(=O)([O-])[O-].[K+].[K+].[I-].[K+].[C:26]([O:30][C:31](=[O:37])[NH:32][CH2:33][CH2:34][CH2:35]Br)([CH3:29])([CH3:28])[CH3:27]. Product: [CH2:1]([O:8][C:9](=[O:17])[NH:10][CH:11]1[CH2:16][CH2:15][N:14]([CH2:35][CH2:34][CH2:33][NH:32][C:31]([O:30][C:26]([CH3:27])([CH3:29])[CH3:28])=[O:37])[CH2:13][CH2:12]1)[C:2]1[CH:7]=[CH:6][CH:5]=[CH:4][CH:3]=1. The catalyst class is: 9. (4) Reactant: B(Br)(Br)Br.C[O:6][C:7]1[CH:16]=[C:15]2[C:10]([CH2:11][CH2:12][NH:13][C:14]2=[O:17])=[CH:9][CH:8]=1.O.CCOC(C)=O. Product: [OH:6][C:7]1[CH:16]=[C:15]2[C:10]([CH2:11][CH2:12][NH:13][C:14]2=[O:17])=[CH:9][CH:8]=1. The catalyst class is: 2. (5) Reactant: [OH:1][CH2:2][CH:3]1[CH2:7][CH:6]([N:8]2[CH:13]=[CH:12][N:11]=[C:10]([C:14](OC)=[O:15])[C:9]2=[O:18])[CH:5]=[CH:4]1.[NH3:19]. Product: [OH:1][CH2:2][CH:3]1[CH2:7][CH:6]([N:8]2[CH:13]=[CH:12][N:11]=[C:10]([C:14]([NH2:19])=[O:15])[C:9]2=[O:18])[CH:5]=[CH:4]1. The catalyst class is: 5. (6) Reactant: [C:1]([N:4]1[CH2:9][CH2:8][N:7]([C:10]2[CH:11]=[CH:12][C:13]([NH:16][C:17](=[O:27])[CH2:18][C:19]3[CH:20]=[N:21][C:22](Cl)=[C:23]([CH3:25])[CH:24]=3)=[N:14][CH:15]=2)[CH2:6][CH2:5]1)(=[O:3])[CH3:2].[CH3:28][C:29]1[CH:34]=[C:33]([Sn](CCCC)(CCCC)CCCC)[CH:32]=[CH:31][N:30]=1. Product: [C:1]([N:4]1[CH2:9][CH2:8][N:7]([C:10]2[CH:11]=[CH:12][C:13]([NH:16][C:17](=[O:27])[CH2:18][C:19]3[CH:24]=[C:23]([CH3:25])[C:22]([C:33]4[CH:32]=[CH:31][N:30]=[C:29]([CH3:28])[CH:34]=4)=[N:21][CH:20]=3)=[N:14][CH:15]=2)[CH2:6][CH2:5]1)(=[O:3])[CH3:2]. The catalyst class is: 151. (7) Reactant: [F:1][C:2]1[CH:3]=[C:4]([NH:26][C:27](=[O:39])[CH2:28][C:29]([NH:31][C:32]2[CH:37]=[CH:36][C:35]([F:38])=[CH:34][CH:33]=2)=[O:30])[CH:5]=[CH:6][C:7]=1[O:8][C:9]1[C:14]2=[C:15]([CH:18]=[C:19]3[CH2:24][CH2:23][C:22](=[O:25])[CH2:21][CH2:20]3)[CH:16]=[CH:17][N:13]2[N:12]=[CH:11][N:10]=1.[BH4-].[Na+]. Product: [F:1][C:2]1[CH:3]=[C:4]([NH:26][C:27](=[O:39])[CH2:28][C:29]([NH:31][C:32]2[CH:33]=[CH:34][C:35]([F:38])=[CH:36][CH:37]=2)=[O:30])[CH:5]=[CH:6][C:7]=1[O:8][C:9]1[C:14]2=[C:15]([CH:18]=[C:19]3[CH2:24][CH2:23][CH:22]([OH:25])[CH2:21][CH2:20]3)[CH:16]=[CH:17][N:13]2[N:12]=[CH:11][N:10]=1. The catalyst class is: 5. (8) Reactant: [Br:1][C:2]1[N:6]2[CH:7]=[CH:8][N:9]=[C:10](Cl)[C:5]2=[N:4][CH:3]=1.[CH2:12]([CH2:14][NH2:15])[OH:13].CCN(C(C)C)C(C)C. Product: [Br:1][C:2]1[N:6]2[CH:7]=[CH:8][N:9]=[C:10]([NH:15][CH2:14][CH2:12][OH:13])[C:5]2=[N:4][CH:3]=1. The catalyst class is: 51. (9) Reactant: C(OC(=O)[N:7]([C@H:10]1[C@H:14]([C:15]2[CH:20]=[CH:19][C:18]([Cl:21])=[C:17]([Cl:22])[CH:16]=2)[CH2:13][N:12]([C:23]([N:25]2[CH2:30][CH2:29][N:28]([S:31]([CH3:34])(=[O:33])=[O:32])[CH2:27][CH2:26]2)=[O:24])[CH2:11]1)[CH2:8][CH3:9])(C)(C)C.C(O)(C(F)(F)F)=O. Product: [Cl:22][C:17]1[CH:16]=[C:15]([C@H:14]2[C@H:10]([NH:7][CH2:8][CH3:9])[CH2:11][N:12]([C:23]([N:25]3[CH2:26][CH2:27][N:28]([S:31]([CH3:34])(=[O:32])=[O:33])[CH2:29][CH2:30]3)=[O:24])[CH2:13]2)[CH:20]=[CH:19][C:18]=1[Cl:21]. The catalyst class is: 2. (10) Reactant: [NH2:1][C:2]1[CH:3]=[C:4]([N:13]2[C:17](=[O:18])[C:16]([CH3:20])([CH3:19])[N:15]([CH2:21][C:22]3[CH:27]=[CH:26][N:25]=[CH:24][CH:23]=3)[C:14]2=[O:28])[CH:5]=[CH:6][C:7]=1[O:8][C:9]([F:12])([F:11])[F:10].[F:29][C:30]([F:41])([F:40])[C:31]([O:33][C:34](=[O:39])[C:35]([F:38])([F:37])[F:36])=[O:32]. Product: [F:29][C:30]([F:41])([F:40])[C:31]([OH:33])=[O:32].[CH3:19][C:16]1([CH3:20])[C:17](=[O:18])[N:13]([C:4]2[CH:5]=[CH:6][C:7]([O:8][C:9]([F:11])([F:10])[F:12])=[C:2]([NH:1][C:34](=[O:39])[C:35]([F:36])([F:37])[F:38])[CH:3]=2)[C:14](=[O:28])[N:15]1[CH2:21][C:22]1[CH:23]=[CH:24][N:25]=[CH:26][CH:27]=1. The catalyst class is: 272.